This data is from Reaction yield outcomes from USPTO patents with 853,638 reactions. The task is: Predict the reaction yield, written as a fraction of the theoretical maximum amount of product (1.0 means a 100% yield; for example, 0.34 means a 34% yield). (1) The product is [OH:7][C:1]1([C:8]([O:10][CH2:11][C:12]2[CH:17]=[CH:16][CH:15]=[CH:14][CH:13]=2)=[O:9])[CH:6]([I:19])[CH2:5][CH2:4][O:3][CH2:2]1. The yield is 1.00. The catalyst is CCOCC.CCOC(C)=O. The reactants are [C:1]12([C:8]([O:10][CH2:11][C:12]3[CH:17]=[CH:16][CH:15]=[CH:14][CH:13]=3)=[O:9])[O:7][CH:6]1[CH2:5][CH2:4][O:3][CH2:2]2.[Mg+2].[I-:19].[I-]. (2) The reactants are [CH3:1][C:2]([C:7]1[CH:12]=[CH:11][CH:10]=[CH:9][CH:8]=1)([CH3:6])[C:3](O)=[O:4].CSC.B.CO.O. The catalyst is C1COCC1. The product is [CH3:6][C:2]([C:7]1[CH:12]=[CH:11][CH:10]=[CH:9][CH:8]=1)([CH3:1])[CH2:3][OH:4]. The yield is 0.770.